Dataset: Forward reaction prediction with 1.9M reactions from USPTO patents (1976-2016). Task: Predict the product of the given reaction. (1) Given the reactants [OH:1][C@@:2]1([CH2:20][NH:21][C:22]2[CH:27]=[CH:26][CH:25]=[C:24]([O:28][CH2:29][C:30]3[CH:35]=[CH:34][CH:33]=[CH:32][CH:31]=3)[CH:23]=2)[CH2:7][CH2:6][CH2:5][C@H:4]([CH2:8][N:9]2[C:13]3[CH:14]=[C:15]([C:18]#[N:19])[CH:16]=[CH:17][C:12]=3[N:11]=[CH:10]2)[CH2:3]1.C1N=CN([C:41](N2C=NC=C2)=[O:42])C=1.C([O-])(O)=O.[Na+], predict the reaction product. The product is: [CH2:29]([O:28][C:24]1[CH:23]=[C:22]([N:21]2[CH2:20][C@@:2]3([CH2:7][CH2:6][CH2:5][C@H:4]([CH2:8][N:9]4[C:13]5[CH:14]=[C:15]([C:18]#[N:19])[CH:16]=[CH:17][C:12]=5[N:11]=[CH:10]4)[CH2:3]3)[O:1][C:41]2=[O:42])[CH:27]=[CH:26][CH:25]=1)[C:30]1[CH:31]=[CH:32][CH:33]=[CH:34][CH:35]=1. (2) The product is: [CH3:7][O:6][C:1](=[O:5])[C:2]([CH3:4])([CH3:3])[CH2:28][C:27]1[CH:30]=[CH:31][C:24]([Cl:23])=[CH:25][CH:26]=1. Given the reactants [C:1]([O:6][CH3:7])(=[O:5])[CH:2]([CH3:4])[CH3:3].C([N-]C(C)C)(C)C.[Li+].C(=O)=O.CC(C)=O.[Cl:23][C:24]1[CH:31]=[CH:30][C:27]([CH2:28]Br)=[CH:26][CH:25]=1, predict the reaction product. (3) Given the reactants [Br:1][C:2]1[CH:10]=[CH:9][C:5]([C:6](O)=[O:7])=[CH:4][C:3]=1[CH:11]([Br:13])[Br:12].CN(C=O)C.C(Cl)(=O)C([Cl:22])=O, predict the reaction product. The product is: [Br:1][C:2]1[CH:10]=[CH:9][C:5]([C:6]([Cl:22])=[O:7])=[CH:4][C:3]=1[CH:11]([Br:13])[Br:12]. (4) Given the reactants [Cl-].[CH2:2]([N+:9]1[CH:14]=[CH:13][C:12]([CH3:15])=[CH:11][CH:10]=1)[C:3]1[CH:8]=[CH:7][CH:6]=[CH:5][CH:4]=1.CCOC(C)=O.CO.N, predict the reaction product. The product is: [CH2:2]([N:9]1[CH2:10][CH:11]=[C:12]([CH3:15])[CH2:13][CH2:14]1)[C:3]1[CH:8]=[CH:7][CH:6]=[CH:5][CH:4]=1. (5) Given the reactants Br[C:2]1[CH:11]=[CH:10][C:5]([C:6]([O:8][CH3:9])=[O:7])=[CH:4][C:3]=1[C:12]([F:15])([F:14])[F:13].[CH3:16][C:17]1[C:18](B(O)O)=[CH:19][S:20][CH:21]=1.C(=O)([O-])[O-].[K+].[K+], predict the reaction product. The product is: [CH3:16][C:17]1[C:18]([C:2]2[CH:11]=[CH:10][C:5]([C:6]([O:8][CH3:9])=[O:7])=[CH:4][C:3]=2[C:12]([F:15])([F:14])[F:13])=[CH:19][S:20][CH:21]=1. (6) Given the reactants [Cl:1][C:2]1[CH:3]=[CH:4][C:5]([C:8]([O:10]CC)=[O:9])=[N:6][CH:7]=1, predict the reaction product. The product is: [ClH:1].[Cl:1][C:2]1[CH:3]=[CH:4][C:5]([C:8]([OH:10])=[O:9])=[N:6][CH:7]=1. (7) Given the reactants C(OC([N:11]1[C@H:15]([C:16](=[O:29])[NH:17][C:18]2[CH:23]=[CH:22][CH:21]=[C:20]([O:24][C:25]([F:28])([F:27])[F:26])[CH:19]=2)[CH2:14][CH2:13][C@@H:12]1[CH2:30][NH:31][C:32](=[O:34])[CH3:33])=O)C1C=CC=CC=1, predict the reaction product. The product is: [F:27][C:25]([F:26])([F:28])[O:24][C:20]1[CH:19]=[C:18]([NH:17][C:16]([C@@H:15]2[CH2:14][CH2:13][C@H:12]([CH2:30][NH:31][C:32](=[O:34])[CH3:33])[NH:11]2)=[O:29])[CH:23]=[CH:22][CH:21]=1.